From a dataset of Forward reaction prediction with 1.9M reactions from USPTO patents (1976-2016). Predict the product of the given reaction. (1) Given the reactants [Cl:1][C:2]1[CH:7]=[CH:6][C:5](/[CH:8]=[CH:9]/[N+:10]([O-:12])=[O:11])=[CH:4][C:3]=1[F:13].[CH3:14][NH:15][CH2:16]C(O)=O.[CH2:20]=O, predict the reaction product. The product is: [Cl:1][C:2]1[CH:7]=[CH:6][C:5]([C@H:8]2[C@H:9]([N+:10]([O-:12])=[O:11])[CH2:20][N:15]([CH3:16])[CH2:14]2)=[CH:4][C:3]=1[F:13]. (2) Given the reactants [O:1]=[C:2]1[NH:7][C:6](=[S:8])[N:5]([CH2:9][C:10]([OH:12])=[O:11])[C:4]2[CH2:13][CH2:14][CH2:15][C:3]1=2.[OH-].[K+].C([O-])([O-])=O.[K+].[K+].[F:24][C:25]1[CH:32]=[CH:31][C:28]([CH2:29]Cl)=[CH:27][CH:26]=1.C(O)=O, predict the reaction product. The product is: [F:24][C:25]1[CH:32]=[CH:31][C:28]([CH2:29][S:8][C:6]2[N:5]([CH2:9][C:10]([OH:12])=[O:11])[C:4]3[CH2:13][CH2:14][CH2:15][C:3]=3[C:2](=[O:1])[N:7]=2)=[CH:27][CH:26]=1. (3) Given the reactants [O:1]1[CH:5]=[CH:4][CH:3]=[CH:2]1.[I-].[Mg+2].[I-].[Br:9][C:10]1[CH:11]=[CH:12][C:13]([CH2:23][CH3:24])=[C:14]([CH:16]2[C:20](=[O:21])[CH:19]=[CH:18][C:17]2=[O:22])[CH:15]=1, predict the reaction product. The product is: [Br:9][C:10]1[CH:11]=[CH:12][C:13]([CH2:23][CH3:24])=[C:14]([CH:16]2[C:20](=[O:21])[CH:19]3[CH:18]([CH:5]4[O:1][CH:2]3[CH:3]=[CH:4]4)[C:17]2=[O:22])[CH:15]=1. (4) Given the reactants Cl.[C:2](=[NH:9])([NH2:8])[CH2:3][CH2:4][CH2:5][CH:6]=[CH2:7].[C:10]1([C:16]#[C:17][CH:18]=O)[CH:15]=[CH:14][CH:13]=[CH:12][CH:11]=1.C(=O)([O-])[O-].[Na+].[Na+], predict the reaction product. The product is: [CH2:3]([C:2]1[N:8]=[C:16]([C:10]2[CH:15]=[CH:14][CH:13]=[CH:12][CH:11]=2)[CH:17]=[CH:18][N:9]=1)[CH2:4][CH2:5][CH:6]=[CH2:7]. (5) The product is: [ClH:34].[ClH:34].[CH2:1]([N:5]1[CH2:10][CH2:9][N:8]([C:11]2[CH:23]=[CH:22][C:14]([CH2:15][N:16]3[CH2:21][CH2:20][O:19][CH2:18][CH2:17]3)=[CH:13][C:12]=2[CH:24]2[CH2:29][C:28]([CH3:31])([CH3:30])[CH2:27][C:26]([CH3:32])([CH3:33])[CH2:25]2)[CH2:7][CH2:6]1)[CH2:2][CH2:3][CH3:4]. Given the reactants [CH2:1]([N:5]1[CH2:10][CH2:9][N:8]([C:11]2[CH:23]=[CH:22][C:14]([CH2:15][N:16]3[CH2:21][CH2:20][O:19][CH2:18][CH2:17]3)=[CH:13][C:12]=2[CH:24]2[CH2:29][C:28]([CH3:31])([CH3:30])[CH2:27][C:26]([CH3:33])([CH3:32])[CH2:25]2)[CH2:7][CH2:6]1)[CH2:2][CH2:3][CH3:4].[ClH:34], predict the reaction product. (6) Given the reactants [CH3:1][O:2][C:3]1[CH:8]=[CH:7][C:6](/[CH:9]=[CH:10]/[C:11]([O:13][CH2:14][CH3:15])=[O:12])=[C:5]([C:16]([F:19])([F:18])[F:17])[C:4]=1[CH3:20], predict the reaction product. The product is: [CH3:1][O:2][C:3]1[CH:8]=[CH:7][C:6]([CH2:9][CH2:10][C:11]([O:13][CH2:14][CH3:15])=[O:12])=[C:5]([C:16]([F:17])([F:19])[F:18])[C:4]=1[CH3:20]. (7) Given the reactants [Si]([O:8][CH2:9][C@@H:10]1[CH2:15][CH2:14][CH2:13][C@H:12]([CH2:16][O:17][C:18]([CH3:27])([CH3:26])[C:19]([O:21][C:22]([CH3:25])([CH3:24])[CH3:23])=[O:20])[CH2:11]1)(C(C)(C)C)(C)C.O.CC(OC)(C)C, predict the reaction product. The product is: [OH:8][CH2:9][C@@H:10]1[CH2:15][CH2:14][CH2:13][C@H:12]([CH2:16][O:17][C:18]([CH3:27])([CH3:26])[C:19]([O:21][C:22]([CH3:25])([CH3:24])[CH3:23])=[O:20])[CH2:11]1. (8) Given the reactants FC(F)(F)[C:3](O)=[O:4].[NH2:8][CH2:9][C:10]1[CH:15]=[CH:14][C:13]([NH:16][S:17]([CH3:20])(=[O:19])=[O:18])=[CH:12][C:11]=1OC.[C:23]([C:27]1[CH:37]=[CH:36][C:30]([O:31][CH2:32][C:33]([OH:35])=O)=[CH:29][CH:28]=1)([CH3:26])([CH3:25])[CH3:24].Cl.C(N=C=NCCCN(C)C)C.C(N(CC)CC)C, predict the reaction product. The product is: [C:23]([C:27]1[CH:28]=[CH:29][C:30]([O:31][CH2:32][C:33]([NH:8][CH2:9][C:10]2[CH:11]=[CH:12][C:13]([NH:16][S:17]([CH3:20])(=[O:18])=[O:19])=[C:14]([O:4][CH3:3])[CH:15]=2)=[O:35])=[CH:36][CH:37]=1)([CH3:24])([CH3:25])[CH3:26].